Dataset: Catalyst prediction with 721,799 reactions and 888 catalyst types from USPTO. Task: Predict which catalyst facilitates the given reaction. (1) Reactant: [C:1]([O:5][C:6]([N:8]1[CH2:12][CH2:11][CH2:10][CH:9]1[C:13](=[O:29])[NH:14][C:15]([C:22]1[CH:27]=[CH:26][C:25]([Br:28])=[CH:24][CH:23]=1)([C:17](OCC)=[O:18])[CH3:16])=[O:7])([CH3:4])([CH3:3])[CH3:2].[NH3:30]. Product: [C:1]([O:5][C:6]([N:8]1[CH2:12][CH2:11][CH2:10][CH:9]1[C:13](=[O:29])[NH:14][C:15]([C:22]1[CH:27]=[CH:26][C:25]([Br:28])=[CH:24][CH:23]=1)([C:17](=[O:18])[NH2:30])[CH3:16])=[O:7])([CH3:3])([CH3:2])[CH3:4]. The catalyst class is: 8. (2) Reactant: [OH:1][C:2]1[CH:10]=[CH:9][C:5]([C:6]([OH:8])=[O:7])=[CH:4][CH:3]=1.[OH-].[Na+].[I-:13].[Na+].Cl[O-].[Na+].OS(O)(=O)=O. Product: [OH:1][C:2]1[CH:10]=[CH:9][C:5]([C:6]([OH:8])=[O:7])=[CH:4][C:3]=1[I:13]. The catalyst class is: 6. (3) Reactant: [OH:1][CH2:2][CH:3]1[CH2:6][CH2:5][O:4]1.CN1CCOCC1.ClC(OC1C=CC([N+]([O-])=O)=CC=1)=O.[CH:27]([CH:30]1[C:35]2[N:36]=[CH:37][NH:38][C:34]=2[CH2:33][CH2:32][N:31]1[C:39](OCC1SC=CN=1)=[O:40])([CH3:29])[CH3:28].CCN(C(C)C)C(C)C. Product: [CH:27]([CH:30]1[C:35]2[N:36]=[CH:37][NH:38][C:34]=2[CH2:33][CH2:32][N:31]1[C:39]([O:1][CH2:2][CH:3]1[CH2:6][CH2:5][O:4]1)=[O:40])([CH3:29])[CH3:28]. The catalyst class is: 2. (4) Reactant: C[O:2][C:3]1[CH:4]=[CH:5][C:6]2[CH:12]([CH3:13])[CH2:11][N:10](C(=O)C(F)(F)F)[CH2:9][CH2:8][C:7]=2[N:20]=1. Product: [CH3:13][CH:12]1[CH2:11][NH:10][CH2:9][CH2:8][C:7]2[N:20]=[C:3]([OH:2])[CH:4]=[CH:5][C:6]1=2. The catalyst class is: 201. (5) Reactant: Cl.[CH2:2]([O:4][C:5](=[O:18])/[CH:6]=[CH:7]/[C:8]1[CH:17]=[CH:16][CH:15]=[C:14]2[C:9]=1[CH2:10][CH2:11][NH:12][CH2:13]2)[CH3:3].[F:19][C@H:20]1[CH2:22][C@H:21]1[C:23](O)=[O:24].CN(C(ON1N=NC2C=CC=NC1=2)=[N+](C)C)C.F[P-](F)(F)(F)(F)F.CCN(C(C)C)C(C)C. Product: [CH2:2]([O:4][C:5](=[O:18])/[CH:6]=[CH:7]/[C:8]1[CH:17]=[CH:16][CH:15]=[C:14]2[C:9]=1[CH2:10][CH2:11][N:12]([C:23]([C@@H:21]1[CH2:22][C@@H:20]1[F:19])=[O:24])[CH2:13]2)[CH3:3]. The catalyst class is: 18. (6) Reactant: C([O:8][C:9]1[CH:25]=[CH:24][C:12]([CH2:13][NH:14][C:15]2[C:20]([Cl:21])=[C:19]([CH3:22])[N:18]=[C:17]([CH3:23])[N:16]=2)=[CH:11][C:10]=1[O:26][CH:27]([F:29])[F:28])C1C=CC=CC=1.Cl. Product: [Cl:21][C:20]1[C:15]([NH:14][CH2:13][C:12]2[CH:24]=[CH:25][C:9]([OH:8])=[C:10]([O:26][CH:27]([F:29])[F:28])[CH:11]=2)=[N:16][C:17]([CH3:23])=[N:18][C:19]=1[CH3:22]. The catalyst class is: 8. (7) Reactant: [CH2:1]([O:8][C:9]([N:11]([CH2:13][C:14]1[CH:19]=[C:18]([N+:20]([O-:22])=[O:21])[CH:17]=[CH:16][C:15]=1[C:23]([CH2:34][CH3:35])(C(OCC)=O)[C:24]([O:26]CC)=[O:25])[CH3:12])=[O:10])[C:2]1[CH:7]=[CH:6][CH:5]=[CH:4][CH:3]=1.[OH-].[Na+]. Product: [CH2:1]([O:8][C:9]([N:11]([CH2:13][C:14]1[CH:19]=[C:18]([N+:20]([O-:22])=[O:21])[CH:17]=[CH:16][C:15]=1[CH:23]([CH2:34][CH3:35])[C:24]([OH:26])=[O:25])[CH3:12])=[O:10])[C:2]1[CH:3]=[CH:4][CH:5]=[CH:6][CH:7]=1. The catalyst class is: 14.